This data is from Full USPTO retrosynthesis dataset with 1.9M reactions from patents (1976-2016). The task is: Predict the reactants needed to synthesize the given product. (1) Given the product [NH2:36][C:34](=[O:35])[CH:33]([C:28]1[CH:29]=[CH:30][CH:31]=[CH:32][C:27]=1[C:25]#[C:26][C:2]1[C:7]([C:8]([F:11])([F:10])[F:9])=[CH:6][N:5]=[C:4]([NH:12][C:13]2[CH:14]=[N:15][N:16]([C:18]([O:20][C:21]([CH3:24])([CH3:23])[CH3:22])=[O:19])[CH:17]=2)[N:3]=1)[CH3:37], predict the reactants needed to synthesize it. The reactants are: Cl[C:2]1[C:7]([C:8]([F:11])([F:10])[F:9])=[CH:6][N:5]=[C:4]([NH:12][C:13]2[CH:14]=[N:15][N:16]([C:18]([O:20][C:21]([CH3:24])([CH3:23])[CH3:22])=[O:19])[CH:17]=2)[N:3]=1.[C:25]([C:27]1[CH:32]=[CH:31][CH:30]=[CH:29][C:28]=1[CH:33]([CH3:37])[C:34]([NH2:36])=[O:35])#[CH:26].F[B-](F)(F)F.CCN(C(C)C)C(C)C. (2) Given the product [CH2:1]([O:5][C:6]1[CH:7]=[CH:8][C:9]([C:10]([NH:60][NH:59][C:57](=[O:58])[C:56]2[CH:55]=[CH:54][C:53]([N:50]3[CH2:51][CH2:52][CH:48]([N:47]([CH3:46])[CH3:63])[CH2:49]3)=[CH:62][CH:61]=2)=[O:12])=[CH:13][CH:14]=1)[CH2:2][CH2:3][CH3:4], predict the reactants needed to synthesize it. The reactants are: [CH2:1]([O:5][C:6]1[CH:14]=[CH:13][C:9]([C:10]([OH:12])=O)=[CH:8][CH:7]=1)[CH2:2][CH2:3][CH3:4].[B-](F)(F)(F)F.CCOC(C(C#N)=NOC(N(C)C)=[N+](C)C)=O.C(N(CC)C(C)C)(C)C.[CH3:46][N:47]([CH3:63])[CH:48]1[CH2:52][CH2:51][N:50]([C:53]2[CH:62]=[CH:61][C:56]([C:57]([NH:59][NH2:60])=[O:58])=[CH:55][CH:54]=2)[CH2:49]1. (3) Given the product [CH2:1]([O:8][C:9]1[C:25]([O:26][CH3:27])=[CH:24][C:12]2[CH:13]=[C:14]3[C:19](=[CH:20][C:11]=2[CH:10]=1)[N:18]=[CH:17][C:16]([C:21]#[N:22])=[C:15]3[Cl:30])[C:2]1[CH:7]=[CH:6][CH:5]=[CH:4][CH:3]=1, predict the reactants needed to synthesize it. The reactants are: [CH2:1]([O:8][C:9]1[C:25]([O:26][CH3:27])=[CH:24][C:12]2[CH:13]=[C:14]3[C:19](=[CH:20][C:11]=2[CH:10]=1)[NH:18][CH:17]=[C:16]([C:21]#[N:22])[C:15]3=O)[C:2]1[CH:7]=[CH:6][CH:5]=[CH:4][CH:3]=1.P(Cl)(Cl)([Cl:30])=O. (4) Given the product [ClH:33].[F:32][C:2]([F:1])([F:31])[C:3]1[CH:26]=[C:25]([C:27]([F:29])([F:30])[F:28])[CH:24]=[CH:23][C:4]=1[CH2:5][N:6]1[CH2:7][CH2:8][CH:9](/[CH:12]=[C:13]2/[C:14]([NH:19][CH2:20][C:21]#[CH:22])=[N:15][C:16](=[O:18])[S:17]/2)[CH2:10][CH2:11]1, predict the reactants needed to synthesize it. The reactants are: [F:1][C:2]([F:32])([F:31])[C:3]1[CH:26]=[C:25]([C:27]([F:30])([F:29])[F:28])[CH:24]=[CH:23][C:4]=1[CH2:5][N:6]1[CH2:11][CH2:10][CH:9](/[CH:12]=[C:13]2/[C:14]([NH:19][CH2:20][C:21]#[CH:22])=[N:15][C:16](=[O:18])[S:17]/2)[CH2:8][CH2:7]1.[ClH:33]. (5) Given the product [CH2:8]([O:10][C:11]([C@H:13]1[CH2:18][CH2:17][CH2:16][N:15]([C:19](=[O:27])[C:20]2[CH:25]=[CH:24][CH:23]=[CH:22][C:21]=2[CH3:26])[C@H:14]1[C:28]1[CH:29]=[CH:30][C:31]([NH2:34])=[CH:32][CH:33]=1)=[O:12])[CH3:9], predict the reactants needed to synthesize it. The reactants are: Cl.O1CCOCC1.[CH2:8]([O:10][C:11]([C@H:13]1[CH2:18][CH2:17][CH2:16][N:15]([C:19](=[O:27])[C:20]2[CH:25]=[CH:24][CH:23]=[CH:22][C:21]=2[CH3:26])[C@H:14]1[C:28]1[CH:33]=[CH:32][C:31]([NH:34]C(OC(C)(C)C)=O)=[CH:30][CH:29]=1)=[O:12])[CH3:9].C([O-])(O)=O.[Na+]. (6) Given the product [O:26]1[CH:27]=[CH:28][C:24]([CH2:23][N:16]2[C:17]3=[N:18][CH:19]=[CH:20][CH:21]=[C:22]3[C:14]([N:18]3[CH2:19][CH2:20][CH2:21][CH2:22][CH2:17]3)=[CH:15]2)=[CH:25]1, predict the reactants needed to synthesize it. The reactants are: C(OC(N1CCC([C:14]2[C:22]3[C:17](=[N:18][CH:19]=[CH:20][CH:21]=3)[N:16]([CH2:23][C:24]3[CH:28]=[CH:27][O:26][CH:25]=3)[CH:15]=2)CC1)=O)(C)(C)C.